The task is: Predict the reaction yield, written as a fraction of the theoretical maximum amount of product (1.0 means a 100% yield; for example, 0.34 means a 34% yield).. This data is from Reaction yield outcomes from USPTO patents with 853,638 reactions. The reactants are [CH3:1][C:2]1[C:7]([N+:8]([O-:10])=[O:9])=[CH:6][CH:5]=[CH:4][N:3]=1.[CH3:11][N:12]([CH:14](OC)OC)[CH3:13]. The catalyst is CN(C=O)C. The product is [CH3:11][N:12]([CH3:14])/[CH:13]=[CH:1]/[C:2]1[C:7]([N+:8]([O-:10])=[O:9])=[CH:6][CH:5]=[CH:4][N:3]=1. The yield is 0.730.